Regression. Given a peptide amino acid sequence and an MHC pseudo amino acid sequence, predict their binding affinity value. This is MHC class II binding data. From a dataset of Peptide-MHC class II binding affinity with 134,281 pairs from IEDB. The peptide sequence is SLRKLSSVCLALTNS. The MHC is DRB1_0301 with pseudo-sequence DRB1_0301. The binding affinity (normalized) is 0.510.